This data is from Catalyst prediction with 721,799 reactions and 888 catalyst types from USPTO. The task is: Predict which catalyst facilitates the given reaction. (1) Reactant: Br[C:2]1[CH:3]=[C:4]2[C:9](=[C:10]([Cl:12])[CH:11]=1)[O:8][C:7]([CH3:14])([CH3:13])[CH2:6][CH2:5]2.[Li]CCCC.CN([CH:23]=[O:24])C. Product: [Cl:12][C:10]1[CH:11]=[C:2]([CH:23]=[O:24])[CH:3]=[C:4]2[C:9]=1[O:8][C:7]([CH3:14])([CH3:13])[CH2:6][CH2:5]2. The catalyst class is: 1. (2) Reactant: [F:1][C:2]([CH:14]1[CH2:19][CH2:18][NH:17][CH2:16][CH2:15]1)([S:4]([C:7]1[CH:12]=[CH:11][CH:10]=[C:9]([F:13])[CH:8]=1)(=[O:6])=[O:5])[CH3:3].[N:20]1[CH:25]=[CH:24][C:23]([CH2:26][C:27]([O-])=[O:28])=[CH:22][N:21]=1.[Na+].C(N(CC)CC)C.CN(C(ON1N=NC2C=CC=NC1=2)=[N+](C)C)C.F[P-](F)(F)(F)(F)F. Product: [F:1][C:2]([CH:14]1[CH2:19][CH2:18][N:17]([C:27](=[O:28])[CH2:26][C:23]2[CH:24]=[CH:25][N:20]=[N:21][CH:22]=2)[CH2:16][CH2:15]1)([S:4]([C:7]1[CH:12]=[CH:11][CH:10]=[C:9]([F:13])[CH:8]=1)(=[O:6])=[O:5])[CH3:3]. The catalyst class is: 173. (3) Reactant: [OH:1][C:2]1[CH:7]=[C:6]([CH3:8])[O:5][C:4](=[O:9])[C:3]=1[C:10](=O)/[CH:11]=[CH:12]/[C:13]1[CH:18]=[CH:17][C:16]([S:19][CH3:20])=[CH:15][C:14]=1[O:21][CH3:22].[NH2:24][CH2:25][CH2:26][SH:27]. Product: [OH:1][C:2]1[CH:7]=[C:6]([CH3:8])[O:5][C:4](=[O:9])[C:3]=1[C:10]1[CH2:11][CH:12]([C:13]2[CH:18]=[CH:17][C:16]([S:19][CH3:20])=[CH:15][C:14]=2[O:21][CH3:22])[S:27][CH2:26][CH2:25][N:24]=1. The catalyst class is: 8. (4) Reactant: [CH3:1][Li].[Br:3][C:4]1[CH:5]=[C:6]([CH:10]=[C:11]([F:13])[CH:12]=1)[C:7]([OH:9])=O. Product: [Br:3][C:4]1[CH:5]=[C:6]([C:7](=[O:9])[CH3:1])[CH:10]=[C:11]([F:13])[CH:12]=1. The catalyst class is: 27. (5) Reactant: C([O:5][C:6]([C:8]1[C:9]([O:28][CH:29]([CH3:34])[C:30]([F:33])([F:32])[F:31])=[N:10][C:11]2[C:16]([C:17]=1[C:18]1[CH:23]=[CH:22][CH:21]=[C:20]([CH:24]([CH3:26])[CH3:25])[CH:19]=1)=[CH:15][C:14]([Cl:27])=[CH:13][CH:12]=2)=[O:7])(C)(C)C.Cl. Product: [Cl:27][C:14]1[CH:15]=[C:16]2[C:11](=[CH:12][CH:13]=1)[N:10]=[C:9]([O:28][CH:29]([CH3:34])[C:30]([F:33])([F:31])[F:32])[C:8]([C:6]([OH:7])=[O:5])=[C:17]2[C:18]1[CH:23]=[CH:22][CH:21]=[C:20]([CH:24]([CH3:26])[CH3:25])[CH:19]=1. The catalyst class is: 12. (6) Reactant: [NH2:1][C:2]1[CH:3]=[C:4]2[C:8](=[CH:9][CH:10]=1)[N:7]([CH2:11][C:12]([O:14][C:15]([CH3:18])([CH3:17])[CH3:16])=[O:13])[C:6]([C:19]([NH:21][C:22]1[CH:27]=[CH:26][CH:25]=[CH:24][CH:23]=1)=[O:20])=[CH:5]2.C(N(CC)CC)C.[CH3:35][C:36]([CH3:42])([CH3:41])[CH2:37][C:38](Cl)=[O:39].Cl. Product: [NH:21]([C:19]([C:6]1[N:7]([CH2:11][C:12]([O:14][C:15]([CH3:18])([CH3:17])[CH3:16])=[O:13])[C:8]2[C:4]([CH:5]=1)=[CH:3][C:2]([NH:1][C:38](=[O:39])[CH2:37][C:36]([CH3:42])([CH3:41])[CH3:35])=[CH:10][CH:9]=2)=[O:20])[C:22]1[CH:23]=[CH:24][CH:25]=[CH:26][CH:27]=1. The catalyst class is: 56.